Dataset: Full USPTO retrosynthesis dataset with 1.9M reactions from patents (1976-2016). Task: Predict the reactants needed to synthesize the given product. (1) The reactants are: [CH2:1]([C:8]1[CH:9]=[C:10]([CH:13]=[CH:14][CH:15]=1)[CH2:11]Cl)[C:2]1[CH:7]=[CH:6][CH:5]=[CH:4][CH:3]=1.Cl.[O:17]=[C:18]1[C:23]([C:24]([O:26][CH3:27])=[O:25])=[CH:22][CH:21]=[CH:20][NH:19]1.[H-].[Na+]. Given the product [CH2:1]([C:8]1[CH:9]=[C:10]([CH:13]=[CH:14][CH:15]=1)[CH2:11][N:19]1[CH:20]=[CH:21][CH:22]=[C:23]([C:24]([O:26][CH3:27])=[O:25])[C:18]1=[O:17])[C:2]1[CH:7]=[CH:6][CH:5]=[CH:4][CH:3]=1, predict the reactants needed to synthesize it. (2) Given the product [CH2:1]([O:3][C:4]([C:6]1[N:14]([CH2:18][CH2:19][O:20][CH3:21])[C:13]2[C:8](=[N:9][CH:10]=[CH:11][CH:12]=2)[CH:7]=1)=[O:5])[CH3:2], predict the reactants needed to synthesize it. The reactants are: [CH2:1]([O:3][C:4]([C:6]1[NH:14][C:13]2[C:8](=[N:9][CH:10]=[CH:11][CH:12]=2)[CH:7]=1)=[O:5])[CH3:2].[H-].[Na+].Br[CH2:18][CH2:19][O:20][CH3:21].